Dataset: Full USPTO retrosynthesis dataset with 1.9M reactions from patents (1976-2016). Task: Predict the reactants needed to synthesize the given product. (1) Given the product [CH2:23]([O:22][N:21]=[CH:20][C:19]1[C:18]([NH2:25])=[N:17][CH:16]=[N:15][C:14]=1[N:11]1[CH2:10][CH2:9][N:8]([C:6](=[O:7])[CH2:45][C:42]2[CH:43]=[CH:44][C:39]([CH:36]([CH3:38])[CH3:37])=[CH:40][CH:41]=2)[CH2:13][CH2:12]1)[CH3:24], predict the reactants needed to synthesize it. The reactants are: C(O[C:6]([N:8]1[CH2:13][CH2:12][N:11]([C:14]2[C:19]([CH:20]=[N:21][O:22][CH2:23][CH3:24])=[C:18]([NH2:25])[N:17]=[CH:16][N:15]=2)[CH2:10][CH2:9]1)=[O:7])(C)(C)C.C(O)(C(F)(F)F)=O.C(Cl)Cl.[CH:36]([C:39]1[CH:44]=[CH:43][C:42]([CH2:45]C(O)=O)=[CH:41][CH:40]=1)([CH3:38])[CH3:37].C1C=CC2N(O)N=NC=2C=1.CN(C(ON1N=NC2C=CC=CC1=2)=[N+](C)C)C.F[P-](F)(F)(F)(F)F.CCN(C(C)C)C(C)C. (2) The reactants are: [NH:1]([CH2:5][CH2:6][OH:7])[CH2:2][CH2:3][OH:4].[C:8](O[C:8]([O:10][C:11]([CH3:14])([CH3:13])[CH3:12])=[O:9])([O:10][C:11]([CH3:14])([CH3:13])[CH3:12])=[O:9]. Given the product [C:11]([O:10][C:8]([N:1]([CH2:5][CH2:6][OH:7])[CH2:2][CH2:3][OH:4])=[O:9])([CH3:14])([CH3:13])[CH3:12], predict the reactants needed to synthesize it. (3) Given the product [C:28]([C:2]1[C:6]([S:7](=[O:16])(=[O:15])[NH:8][C@H:9]([CH3:14])[C:10]([F:13])([F:12])[F:11])=[C:5]([CH3:17])[N:4]([CH3:18])[C:3]=1[C:19]([O:21][CH2:22][CH3:23])=[O:20])#[N:30], predict the reactants needed to synthesize it. The reactants are: F[C:2]1[C:6]([S:7](=[O:16])(=[O:15])[NH:8][C@H:9]([CH3:14])[C:10]([F:13])([F:12])[F:11])=[C:5]([CH3:17])[N:4]([CH3:18])[C:3]=1[C:19]([O:21][CH2:22][CH3:23])=[O:20].[C-]#N.[K+].C[C:28]([N:30](C)C)=O.C1OCCOCCOCCOCCOCCOC1. (4) Given the product [CH2:3]1[C:4]2[C:9](=[CH:8][CH:7]=[CH:6][CH:5]=2)[CH2:1][N:2]1[N:10]([CH3:46])[C:11](=[O:45])[CH2:12][N:13]([C:30]1[CH:35]=[CH:34][C:33]([C:48]2[S:49][CH:50]=[C:51]([C:53]([O:55][CH2:56][CH3:57])=[O:54])[N:52]=2)=[CH:32][C:31]=1[CH3:44])[CH2:14][C:15]([NH:17][CH2:18][CH2:19][N:20]([C:23]([O:25][C:26]([CH3:27])([CH3:28])[CH3:29])=[O:24])[CH2:21][CH3:22])=[O:16], predict the reactants needed to synthesize it. The reactants are: [CH2:1]1[C:9]2[C:4](=[CH:5][CH:6]=[CH:7][CH:8]=2)[CH2:3][N:2]1[N:10]([CH3:46])[C:11](=[O:45])[CH2:12][N:13]([C:30]1[CH:35]=[CH:34][C:33](B2OCC(C)(C)CO2)=[CH:32][C:31]=1[CH3:44])[CH2:14][C:15]([NH:17][CH2:18][CH2:19][N:20]([C:23]([O:25][C:26]([CH3:29])([CH3:28])[CH3:27])=[O:24])[CH2:21][CH3:22])=[O:16].Br[C:48]1[S:49][CH:50]=[C:51]([C:53]([O:55][CH2:56][CH3:57])=[O:54])[N:52]=1.